Dataset: NCI-60 drug combinations with 297,098 pairs across 59 cell lines. Task: Regression. Given two drug SMILES strings and cell line genomic features, predict the synergy score measuring deviation from expected non-interaction effect. (1) Drug 1: C(=O)(N)NO. Drug 2: CC(C)NC(=O)C1=CC=C(C=C1)CNNC.Cl. Cell line: ACHN. Synergy scores: CSS=4.64, Synergy_ZIP=2.25, Synergy_Bliss=-3.22, Synergy_Loewe=-2.76, Synergy_HSA=-3.25. (2) Drug 1: C1=NC2=C(N=C(N=C2N1C3C(C(C(O3)CO)O)O)F)N. Drug 2: CC1=C2C(C(=O)C3(C(CC4C(C3C(C(C2(C)C)(CC1OC(=O)C(C(C5=CC=CC=C5)NC(=O)C6=CC=CC=C6)O)O)OC(=O)C7=CC=CC=C7)(CO4)OC(=O)C)O)C)OC(=O)C. Cell line: SK-MEL-5. Synergy scores: CSS=25.4, Synergy_ZIP=5.90, Synergy_Bliss=8.74, Synergy_Loewe=-3.05, Synergy_HSA=4.82. (3) Drug 2: C1=NNC2=C1C(=O)NC=N2. Synergy scores: CSS=23.3, Synergy_ZIP=0.298, Synergy_Bliss=-0.753, Synergy_Loewe=-6.46, Synergy_HSA=-2.44. Drug 1: C1CN(CCN1C(=O)CCBr)C(=O)CCBr. Cell line: CCRF-CEM. (4) Drug 1: C1=CN(C(=O)N=C1N)C2C(C(C(O2)CO)O)(F)F. Drug 2: B(C(CC(C)C)NC(=O)C(CC1=CC=CC=C1)NC(=O)C2=NC=CN=C2)(O)O. Cell line: HT29. Synergy scores: CSS=71.1, Synergy_ZIP=4.54, Synergy_Bliss=4.72, Synergy_Loewe=-0.599, Synergy_HSA=5.65. (5) Drug 1: C1CCC(CC1)NC(=O)N(CCCl)N=O. Drug 2: CN1C2=C(C=C(C=C2)N(CCCl)CCCl)N=C1CCCC(=O)O.Cl. Cell line: 786-0. Synergy scores: CSS=35.3, Synergy_ZIP=4.93, Synergy_Bliss=4.77, Synergy_Loewe=-3.51, Synergy_HSA=5.91.